Task: Predict the reaction yield, written as a fraction of the theoretical maximum amount of product (1.0 means a 100% yield; for example, 0.34 means a 34% yield).. Dataset: Reaction yield outcomes from USPTO patents with 853,638 reactions (1) The reactants are [Cl:1][C:2]1[CH:3]=[C:4]([CH:10]([C:29]([F:32])([F:31])[F:30])/[CH:11]=[CH:12]/[C:13]2[CH:14]=[C:15]3[C:19](=[CH:20][CH:21]=2)[N:18](C(OC(C)(C)C)=O)[CH:17]=[CH:16]3)[CH:5]=[C:6]([Cl:9])[C:7]=1[F:8].C(O)(C(F)(F)F)=O. The yield is 0.970. The product is [Cl:9][C:6]1[CH:5]=[C:4]([CH:10]([C:29]([F:30])([F:32])[F:31])/[CH:11]=[CH:12]/[C:13]2[CH:14]=[C:15]3[C:19](=[CH:20][CH:21]=2)[NH:18][CH:17]=[CH:16]3)[CH:3]=[C:2]([Cl:1])[C:7]=1[F:8]. The catalyst is C(Cl)Cl. (2) The reactants are [N:1]([O-])=O.[Na+].[Br:5][C:6]1[CH:7]=[C:8]([CH:10]=[CH:11][C:12]=1[F:13])[NH2:9].O.O.[Cl:16][Sn]Cl. The catalyst is Cl. The product is [ClH:16].[Br:5][C:6]1[CH:7]=[C:8]([NH:9][NH2:1])[CH:10]=[CH:11][C:12]=1[F:13]. The yield is 0.420. (3) The reactants are [CH2:1]([O:3][C:4](=[O:29])/[CH:5]=[CH:6]/[C:7]1[N:11]2[C:12](=[O:27])[CH:13]=[C:14]([CH2:16][N:17]([CH2:25][CH3:26])[C:18]3[CH:23]=[CH:22][C:21]([F:24])=[CH:20][CH:19]=3)[N:15]=[C:10]2[S:9][C:8]=1[CH3:28])[CH3:2]. The catalyst is CO.[Pd]. The product is [CH2:1]([O:3][C:4](=[O:29])[CH2:5][CH2:6][C:7]1[N:11]2[C:12](=[O:27])[CH:13]=[C:14]([CH2:16][N:17]([CH2:25][CH3:26])[C:18]3[CH:19]=[CH:20][C:21]([F:24])=[CH:22][CH:23]=3)[N:15]=[C:10]2[S:9][C:8]=1[CH3:28])[CH3:2]. The yield is 0.900. (4) The reactants are [F:1][C:2]1[CH:21]=[C:20]([N+:22]([O-:24])=[O:23])[CH:19]=[CH:18][C:3]=1[O:4][C:5]1[CH:10]=[CH:9][N:8]=[C:7]2[CH:11]=[C:12]([C:14]([O:16]C)=[O:15])[S:13][C:6]=12.[OH-].[K+]. The catalyst is C1COCC1. The product is [F:1][C:2]1[CH:21]=[C:20]([N+:22]([O-:24])=[O:23])[CH:19]=[CH:18][C:3]=1[O:4][C:5]1[CH:10]=[CH:9][N:8]=[C:7]2[CH:11]=[C:12]([C:14]([OH:16])=[O:15])[S:13][C:6]=12. The yield is 0.960. (5) The reactants are [NH2:1][C:2]1[C:3]([O:20][CH3:21])=[CH:4][C:5]([CH:17]([CH3:19])[CH3:18])=[C:6]([CH:16]=1)[O:7][C:8]1[C:9]([NH2:15])=[N:10][C:11]([NH2:14])=[N:12][CH:13]=1.C(O)(C(F)(F)F)=O.[C:29](Cl)(Cl)=[S:30].[OH-].[Na+]. The catalyst is O. The product is [CH:17]([C:5]1[CH:4]=[C:3]([O:20][CH3:21])[C:2]([N:1]=[C:29]=[S:30])=[CH:16][C:6]=1[O:7][C:8]1[C:9]([NH2:15])=[N:10][C:11]([NH2:14])=[N:12][CH:13]=1)([CH3:19])[CH3:18]. The yield is 0.360. (6) The reactants are Br[CH:2]1[CH2:20][CH2:19][C:5]2=[CH:6][C:7]3[C:8]4[CH:17]=[CH:16][C:15]([Cl:18])=[CH:14][C:9]=4[CH2:10][O:11][C:12]=3[CH:13]=[C:4]2[C:3]1=[O:21].[C:22]([O:26][C:27]([N:29]1[CH2:33][C@@H:32]([CH3:34])[CH2:31][C@H:30]1[C:35]([OH:37])=[O:36])=[O:28])([CH3:25])([CH3:24])[CH3:23].CCN(C(C)C)C(C)C. The catalyst is CC#N.CCOC(C)=O. The product is [CH3:34][C@@H:32]1[CH2:33][N:29]([C:27]([O:26][C:22]([CH3:23])([CH3:25])[CH3:24])=[O:28])[C@H:30]([C:35]([O:37][CH:2]2[CH2:20][CH2:19][C:5]3=[CH:6][C:7]4[C:8]5[CH:17]=[CH:16][C:15]([Cl:18])=[CH:14][C:9]=5[CH2:10][O:11][C:12]=4[CH:13]=[C:4]3[C:3]2=[O:21])=[O:36])[CH2:31]1. The yield is 0.700. (7) The reactants are [Cl:1][C:2]1[CH:7]=[C:6]([CH3:8])[CH:5]=[CH:4][C:3]=1[C:9]1[N:27]([CH2:28][C@@H:29]2[CH2:34][CH2:33][CH2:32][N:31](C(OC(C)(C)C)=O)[CH2:30]2)[C:12]2[N:13]=[C:14]([NH:17][CH2:18][C:19]3[CH:24]=[CH:23][C:22]([F:25])=[C:21]([F:26])[CH:20]=3)[N:15]=[CH:16][C:11]=2[CH:10]=1.C(O)(C(F)(F)F)=O. The catalyst is C(Cl)Cl. The product is [Cl:1][C:2]1[CH:7]=[C:6]([CH3:8])[CH:5]=[CH:4][C:3]=1[C:9]1[N:27]([CH2:28][C@@H:29]2[CH2:34][CH2:33][CH2:32][NH:31][CH2:30]2)[C:12]2[N:13]=[C:14]([NH:17][CH2:18][C:19]3[CH:24]=[CH:23][C:22]([F:25])=[C:21]([F:26])[CH:20]=3)[N:15]=[CH:16][C:11]=2[CH:10]=1. The yield is 0.690. (8) The reactants are C(C1[CH:4]=[C:5]([C:16]([NH:18][CH2:19][C:20]2[C:21](=[O:30])[NH:22][C:23]([CH3:29])=[CH:24][C:25]=2[CH2:26][CH2:27][CH3:28])=[O:17])[C:6]2[C:7]([CH3:15])=[CH:8][N:9]([CH:12]([CH3:14])[CH3:13])[C:10]=2[CH:11]=1)#N.[OH-].[K+].C(O)C.CC[O:38][C:39]([CH3:41])=[O:40]. No catalyst specified. The product is [CH3:15][C:7]1[C:6]2[C:10](=[CH:11][C:41]([C:39]([OH:38])=[O:40])=[CH:4][C:5]=2[C:16]([NH:18][CH2:19][C:20]2[C:21](=[O:30])[NH:22][C:23]([CH3:29])=[CH:24][C:25]=2[CH2:26][CH2:27][CH3:28])=[O:17])[N:9]([CH:12]([CH3:13])[CH3:14])[CH:8]=1. The yield is 0.649.